This data is from Catalyst prediction with 721,799 reactions and 888 catalyst types from USPTO. The task is: Predict which catalyst facilitates the given reaction. (1) Reactant: [H-].[H-].[H-].[H-].[Li+].[Al+3].[CH2:7]([O:9][C:10]1([O:21][CH2:22][CH3:23])[CH2:15][NH:14][CH:13]([C:16](OCC)=[O:17])[CH2:12][CH2:11]1)[CH3:8]. Product: [CH2:22]([O:21][C:10]1([O:9][CH2:7][CH3:8])[CH2:15][NH:14][CH:13]([CH2:16][OH:17])[CH2:12][CH2:11]1)[CH3:23]. The catalyst class is: 1. (2) Reactant: C(N(CC)CC)C.Cl[C:9]1[C:10]([NH:29][CH2:30][CH:31]=[CH2:32])=[N:11][C:12]([C:19]2[CH:24]=[CH:23][C:22]([Cl:25])=[C:21]([O:26][CH3:27])[C:20]=2[F:28])=[N:13][C:14]=1[C:15]([O:17][CH3:18])=[O:16].[CH3:33][S:34](Cl)(=[O:36])=[O:35]. Product: [Cl:25][C:22]1[CH:23]=[CH:24][C:19]([C:12]2[N:13]=[C:14]([C:15]([O:17][CH3:18])=[O:16])[C:9]3[C:31]([CH3:32])=[CH:30][N:29]([S:34]([CH3:33])(=[O:36])=[O:35])[C:10]=3[N:11]=2)=[C:20]([F:28])[C:21]=1[O:26][CH3:27]. The catalyst class is: 4. (3) The catalyst class is: 3. Product: [CH3:1][O:2][C:3](=[O:24])[CH2:4][CH2:5][CH2:6][C:7]1[CH:12]=[CH:11][CH:10]=[CH:9][C:8]=1[N:13]([C:14](=[O:23])[C:15]1[CH:20]=[CH:19][C:18]([Cl:21])=[C:17]([Br:22])[CH:16]=1)[CH3:28]. Reactant: [CH3:1][O:2][C:3](=[O:24])[CH2:4][CH2:5][CH2:6][C:7]1[CH:12]=[CH:11][CH:10]=[CH:9][C:8]=1[NH:13][C:14](=[O:23])[C:15]1[CH:20]=[CH:19][C:18]([Cl:21])=[C:17]([Br:22])[CH:16]=1.[H-].[Na+].I[CH3:28]. (4) Reactant: [Si]([O:8][CH2:9][C:10]([CH3:53])([CH3:52])[CH2:11][N:12]1[CH:21]=[C:20]([CH:22]([N:24]2[CH2:29][CH2:28][N:27](C(OC(C)(C)C)=O)[CH2:26][CH2:25]2)[CH3:23])[C:19]2[C:14](=[CH:15][CH:16]=[C:17]([C:37]3[CH:42]=[C:41]([C:43](=[O:48])[NH:44][CH:45]4[CH2:47][CH2:46]4)[CH:40]=[C:39]([F:49])[C:38]=3[CH3:50])[CH:18]=2)[C:13]1=[O:51])(C(C)(C)C)(C)C.C(O)C. Product: [CH:45]1([NH:44][C:43](=[O:48])[C:41]2[CH:42]=[C:37]([C:17]3[CH:18]=[C:19]4[C:14](=[CH:15][CH:16]=3)[C:13](=[O:51])[N:12]([CH2:11][C:10]([CH3:53])([CH3:52])[CH2:9][OH:8])[CH:21]=[C:20]4[CH:22]([N:24]3[CH2:25][CH2:26][NH:27][CH2:28][CH2:29]3)[CH3:23])[C:38]([CH3:50])=[C:39]([F:49])[CH:40]=2)[CH2:47][CH2:46]1. The catalyst class is: 89.